From a dataset of Reaction yield outcomes from USPTO patents with 853,638 reactions. Predict the reaction yield, written as a fraction of the theoretical maximum amount of product (1.0 means a 100% yield; for example, 0.34 means a 34% yield). The reactants are Br[C:2]1[O:3][C:4]2[C:24]([O:25]C(=O)C)=[C:23]([O:29][CH3:30])[CH:22]=[CH:21][C:5]=2[C:6]=1[C:7](=[O:20])[C:8]1[CH:13]=[C:12]([O:14][CH3:15])[C:11]([O:16][CH3:17])=[C:10]([O:18][CH3:19])[CH:9]=1.Cl.Cl.[NH2:33][CH2:34][CH2:35][NH:36][C:37]([NH2:39])=[NH:38].CC(N(C)C)=O.C(N(CC)C(C)C)(C)C. No catalyst specified. The product is [OH:25][C:24]1[C:4]2[O:3][C:2]([NH:33][CH2:34][CH2:35][NH:36][C:37]([NH2:39])=[NH:38])=[C:6]([C:7](=[O:20])[C:8]3[CH:13]=[C:12]([O:14][CH3:15])[C:11]([O:16][CH3:17])=[C:10]([O:18][CH3:19])[CH:9]=3)[C:5]=2[CH:21]=[CH:22][C:23]=1[O:29][CH3:30]. The yield is 0.280.